Dataset: Forward reaction prediction with 1.9M reactions from USPTO patents (1976-2016). Task: Predict the product of the given reaction. (1) Given the reactants [N:1]1[C:6]2[CH2:7][NH:8][CH2:9][C:5]=2[C:4]([NH:10][C:11]2[CH:12]=[N:13][C:14]3[C:19]([CH:20]=2)=[CH:18][CH:17]=[CH:16][CH:15]=3)=[N:3][CH:2]=1.[F:21][CH:22]([F:32])[O:23][C:24]1[CH:31]=[CH:30][CH:29]=[CH:28][C:25]=1[CH:26]=O.ClCCCl.CO.C(O[BH-](OC(=O)C)OC(=O)C)(=O)C.[Na+], predict the reaction product. The product is: [F:21][CH:22]([F:32])[O:23][C:24]1[CH:31]=[CH:30][CH:29]=[CH:28][C:25]=1[CH2:26][N:8]1[CH2:9][C:5]2[C:4]([NH:10][C:11]3[CH:12]=[N:13][C:14]4[C:19]([CH:20]=3)=[CH:18][CH:17]=[CH:16][CH:15]=4)=[N:3][CH:2]=[N:1][C:6]=2[CH2:7]1. (2) The product is: [CH2:13]([N:20]([CH2:21][CH2:22][OH:24])[C:4](=[O:5])[C:3]1[CH:7]=[CH:8][C:9]([F:12])=[C:10]([F:11])[C:2]=1[F:1])[C:14]1[CH:19]=[CH:18][CH:17]=[CH:16][CH:15]=1. Given the reactants [F:1][C:2]1[C:10]([F:11])=[C:9]([F:12])[CH:8]=[CH:7][C:3]=1[C:4](Cl)=[O:5].[CH2:13]([NH:20][CH:21](O)[CH3:22])[C:14]1[CH:19]=[CH:18][CH:17]=[CH:16][CH:15]=1.[OH-:24].[Na+], predict the reaction product.